This data is from Catalyst prediction with 721,799 reactions and 888 catalyst types from USPTO. The task is: Predict which catalyst facilitates the given reaction. (1) Reactant: [N+:1]([C:4]1[CH:5]=[C:6]([NH:10][C:11]2[N:16]=[C:15]([C:17]3[CH:18]=[N:19][CH:20]=[CH:21][CH:22]=3)[CH:14]=[CH:13][N:12]=2)[CH:7]=[CH:8][CH:9]=1)([O-])=O.Cl[Sn]Cl.O. Product: [N:19]1[CH:20]=[CH:21][CH:22]=[C:17]([C:15]2[CH:14]=[CH:13][N:12]=[C:11]([NH:10][C:6]3[CH:7]=[CH:8][CH:9]=[C:4]([NH2:1])[CH:5]=3)[N:16]=2)[CH:18]=1. The catalyst class is: 5. (2) Reactant: [Br:1][C:2]1[CH:3]=[C:4]2[C:9](=[CH:10][CH:11]=1)[C:8](=[O:12])[N:7]([CH2:13][CH2:14][CH2:15]Cl)[CH:6]=[C:5]2[CH:17]=[O:18].[C:19]([O-:22])(=[O:21])[CH3:20].[Na+]. Product: [C:19]([O:22][CH2:15][CH2:14][CH2:13][N:7]1[CH:6]=[C:5]([CH:17]=[O:18])[C:4]2[C:9](=[CH:10][CH:11]=[C:2]([Br:1])[CH:3]=2)[C:8]1=[O:12])(=[O:21])[CH3:20]. The catalyst class is: 58.